From a dataset of Experimentally validated miRNA-target interactions with 360,000+ pairs, plus equal number of negative samples. Binary Classification. Given a miRNA mature sequence and a target amino acid sequence, predict their likelihood of interaction. (1) The miRNA is hsa-miR-1-3p with sequence UGGAAUGUAAAGAAGUAUGUAU. The protein sequence of the target gene is MVGYDPKPDGRNNTKFQVAVAGSVSGLVTRALISPFDVIKIRFQLQHERLSRSDPSAKYHGILQASRQILQEEGPTAFWKGHVPAQILSIGYGAVQFLSFEMLTELVHRGSVYDAREFSVHFVCGGLAACMATLTVHPVDVLRTRFAAQGEPKVYNTLRHAVGTMYRSEGPQVFYKGLAPTLIAIFPYAGLQFSCYSSLKHLYKWAIPAEGKKNENLQNLLCGSGAGVISKTLTYPLDLFKKRLQVGGFEHARAAFGQVRRYKGLMDCAKQVLQKEGALGFFKGLSPSLLKAALSTGFMF.... Result: 1 (interaction). (2) The miRNA is mmu-miR-883a-3p with sequence UAACUGCAACAGCUCUCAGUAU. The protein sequence of the target gene is MAGPEEAVHRGCDNHPPFVGGKSVLLFGQSQYTADEYQAIQKALRQRLGPEYISSRMAGGGQKVCYIEGHRVINLANEMFGYNGWAHSITQQNVDFVDLNNGKFYVGVCAFVKVQLKDGSYHEDVGYGVSEGLRSKALSLEKARKEAVTDGLKRALRSFGNALGNCILDKDYLRSLNKLPRQLPLDVDLTKTKREDFEPSVEQARYNSCRQNEALGLPKPQEVTSPCRSSPPHDSNIKLQGAKDISSSCSLAATLESDATHQRKLRKLRQKQLQQQFREQMETRRQSHAPAEEVAAKHAA.... Result: 1 (interaction). (3) The miRNA is hsa-miR-7156-3p with sequence CUGCAGCCACUUGGGGAACUGGU. The protein sequence of the target gene is MAASSISSPWGKHVFKAILMVLVALILLHSALAQSRRDFAPPGQQKREAPVDVLTQIGRSVRGTLDAWIGPETMHLVSESSSQVLWAISSAISVAFFALSGIAAQLLNALGLAGDYLAQGLKLSPGQVQTFLLWGAGALVVYWLLSLLLGLVLALLGRILWGLKLVIFLAGFVALMRSVPDPSTRALLLLALLILYALLSRLTGSRASGAQLEAKVRGLERQVEELRWRQRRAAKGARSVEEE. Result: 1 (interaction). (4) The miRNA is hsa-miR-483-5p with sequence AAGACGGGAGGAAAGAAGGGAG. The protein sequence of the target gene is MAQVLHVPAPFPGTPGPASPPAFPAKDPDPPYSVETPYGYRLDLDFLKYVDDIEKGHTLRRVAVQRRPRLSSLPRGPGSWWTSTESLCSNASGDSRHSAYSYCGRGFYPQYGALETRGGFNPRVERTLLDARRRLEDQAATPTGLGSLTPSAAGSTASLVGVGLPPPTPRSSGLSTPVPPSAGHLAHVREQMAGALRKLRQLEEQVKLIPVLQVKLSVLQEEKRQLTVQLKSQKFLGHPTAGRGRSELCLDLPDPPEDPVALETRSVGTWVRERDLGMPDGEAALAAKVAVLETQLKKAL.... Result: 1 (interaction). (5) The miRNA is hsa-miR-105-3p with sequence ACGGAUGUUUGAGCAUGUGCUA. The protein sequence of the target gene is MKRRTDPECTAPLKKQKRIGELARHLSSTSDDEPLSSVNHAAKASATSLSGSDSETEGKQPCSDDFKDAFKADSLVEGTSSRYSMYNSVSQRLMAKMGFREGEGLGKYSQGRKDIVETSNQKGRRGLGLTLQGFDQELNVDWRDEPEPNACEQVSWFPECTTEIPDSREMSDWMVVGKRKMVIEDETEFCGEELLHSMLKCKSVFDILDGEEMRRARTRANPYEMIRGVFFLNRAAMKMANMDFVFDRMFTNPLDSSGKPLLKESDIDLLYFADVCAGPGGFSEYVLWRKKWHAKGFGMT.... Result: 0 (no interaction). (6) The miRNA is hsa-miR-5010-5p with sequence AGGGGGAUGGCAGAGCAAAAUU. The protein sequence of the target gene is MAAAGRLPSSWALFSPLLAGLALLGVGPVPARALHNVTAELFGAEAWGTLAAFGDLNSDKQTDLFVLRERNDLIVFLADQNAPYFKPKVKVSFKNHSALITSVVPGDYDGDSQMDVLLTYLPKNYAKSELGAVIFWGQNQTLDPNNMTILNRTFQDEPLIMDFNGDLIPDIFGITNESNQPQILLGGNLSWHPALTTTSKMRIPHSHAFIDLTEDFTADLFLTTLNATTSTFQFEIWENLDGNFSVSTILEKPQNMMVVGQSAFADFDGDGHMDHLLPGCEDKNCQKSTIYLVRSGMKQW.... Result: 0 (no interaction). (7) The miRNA is mmu-miR-3072-3p with sequence UGCCCCCUCCAGGAAGCCUUCU. The protein sequence of the target gene is MVPGSEGPARAGSVVADVVFVIEGTANLGPYFEGLRKHYLLPAIEYFNGGPPAETDFGGDYGGTQYSLVVFNTVDCAPESYVQCHAPTSSAYEFVTWLDGIKFMGGGGESCSLIAEGLSTALQLFDDFKKMREQIGQTHRVCLLICNSPPYLLPAVESTTYSGCTTENLVQQIGERGIHFSIVSPRKLPALRLLFEKAAPPALLEPLQPPTDVSQDPRHMVLVRGLVLPVGGGSAPGPLQSKQPVPLPPAAPSGATLSAAPQQPLPPVPPQYQVPGNLSAAQVAAQNAVEAAKNQKAGLG.... Result: 0 (no interaction).